Dataset: Full USPTO retrosynthesis dataset with 1.9M reactions from patents (1976-2016). Task: Predict the reactants needed to synthesize the given product. (1) Given the product [F:1][C:2]1[CH:3]=[CH:4][C:5]([NH:8][CH2:9][C@@H:10]2[CH2:15][CH2:14][C@H:13]([CH3:16])[CH2:12][NH:11]2)=[N:6][CH:7]=1, predict the reactants needed to synthesize it. The reactants are: [F:1][C:2]1[CH:3]=[CH:4][C:5]([NH:8][CH2:9][C@@H:10]2[CH2:15][CH2:14][C@H:13]([CH3:16])[CH2:12][N:11]2C(OC(C)(C)C)=O)=[N:6][CH:7]=1.C(O)(C(F)(F)F)=O. (2) Given the product [OH:26][C:16]([C:10]1[CH:11]=[C:12]([CH3:15])[CH:13]=[CH:14][C:9]=1[OH:8])([C:20]1[CH:21]=[CH:22][CH:23]=[CH:24][CH:25]=1)[C:17]([OH:19])=[O:18], predict the reactants needed to synthesize it. The reactants are: C([O:8][C:9]1[CH:14]=[CH:13][C:12]([CH3:15])=[CH:11][C:10]=1[C:16]([OH:26])([C:20]1[CH:25]=[CH:24][CH:23]=[CH:22][CH:21]=1)[C:17]([OH:19])=[O:18])C1C=CC=CC=1.C([O-])=O.[NH4+].[OH-].[Na+]. (3) Given the product [Cl:37][C:11]1[C:12]2[S:13][CH2:14][C:15](=[O:19])[NH:16][C:17]=2[N:18]=[C:9]([S:8][CH2:7][C:1]2[CH:6]=[CH:5][CH:4]=[CH:3][CH:2]=2)[N:10]=1, predict the reactants needed to synthesize it. The reactants are: [C:1]1([CH2:7][S:8][C:9]2[NH:18][C:17]3[NH:16][C:15](=[O:19])[CH2:14][S:13][C:12]=3[C:11](=O)[N:10]=2)[CH:6]=[CH:5][CH:4]=[CH:3][CH:2]=1.CN(C)C1C=CC=CC=1.C(=O)(O)[O-].[Na+].P(Cl)(Cl)([Cl:37])=O. (4) Given the product [Cl:1][C:2]1[CH:3]=[C:4]([C@@H:8]([OH:29])[CH2:9][NH:10][CH2:11][CH2:12][NH:13][C:14]2[CH:15]=[C:16]([C:20]3[CH:25]=[CH:24][CH:23]=[C:22]([C:26]([OH:28])=[O:27])[CH:21]=3)[CH:17]=[CH:18][CH:19]=2)[CH:5]=[CH:6][CH:7]=1, predict the reactants needed to synthesize it. The reactants are: [Cl:1][C:2]1[CH:3]=[C:4]([CH:8]([OH:29])[CH2:9][NH:10][CH2:11][CH2:12][NH:13][C:14]2[CH:15]=[C:16]([C:20]3[CH:25]=[CH:24][CH:23]=[C:22]([C:26]([OH:28])=[O:27])[CH:21]=3)[CH:17]=[CH:18][CH:19]=2)[CH:5]=[CH:6][CH:7]=1.O.[OH-].[Li+].COC(C1C=C(C2C=CC=C(NCCNC[C@@H](C3C=CC=C(Cl)C=3)O)C=2)C=CC=1)=O.Cl. (5) Given the product [N:30]1[CH:31]=[CH:32][CH:33]=[CH:34][C:29]=1[CH2:28][NH:8][CH2:9][C:10]1[CH:11]=[CH:12][C:13]([CH2:16][N:17]([CH2:40][C:36]2[NH:37][CH:38]=[CH:39][N:35]=2)[CH:18]2[C:27]3[N:26]=[CH:25][CH:24]=[CH:23][C:22]=3[CH2:21][CH2:20][CH2:19]2)=[CH:14][CH:15]=1, predict the reactants needed to synthesize it. The reactants are: C(OC([N:8]([CH2:28][C:29]1[CH:34]=[CH:33][CH:32]=[CH:31][N:30]=1)[CH2:9][C:10]1[CH:15]=[CH:14][C:13]([CH2:16][NH:17][CH:18]2[C:27]3[N:26]=[CH:25][CH:24]=[CH:23][C:22]=3[CH2:21][CH2:20][CH2:19]2)=[CH:12][CH:11]=1)=O)(C)(C)C.[NH:35]1[CH:39]=[CH:38][N:37]=[C:36]1[CH:40]=O.C([BH3-])#N.[Na+]. (6) Given the product [C:1]([O:5][C:6]([N:7]([CH3:8])[CH2:9][CH2:10][C@H:11]1[CH2:12][CH2:13][C@H:14]([CH2:17][CH2:18][O:19][S:22]([CH3:21])(=[O:24])=[O:23])[CH2:15][CH2:16]1)=[O:20])([CH3:3])([CH3:2])[CH3:4], predict the reactants needed to synthesize it. The reactants are: [C:1]([O:5][C:6](=[O:20])[N:7]([CH2:9][CH2:10][C@H:11]1[CH2:16][CH2:15][C@H:14]([CH2:17][CH2:18][OH:19])[CH2:13][CH2:12]1)[CH3:8])([CH3:4])([CH3:3])[CH3:2].[CH3:21][S:22](Cl)(=[O:24])=[O:23]. (7) Given the product [NH2:14][C:12]1[CH2:13][C:7]([C:5]([N:4]([CH2:33][CH2:34][CH3:35])[CH2:1][CH2:2][CH3:3])=[O:6])=[CH:8][C:9]2[CH:25]=[CH:24][C:23]([C:26]3[CH:31]=[CH:30][C:29]([OH:32])=[CH:28][CH:27]=3)=[CH:22][C:10]=2[N:11]=1, predict the reactants needed to synthesize it. The reactants are: [CH2:1]([N:4]([CH2:33][CH2:34][CH3:35])[C:5]([C:7]1=[CH:8][C:9]2[CH:25]=[CH:24][C:23]([C:26]3[CH:31]=[CH:30][C:29]([OH:32])=[CH:28][CH:27]=3)=[CH:22][C:10]=2[N:11]=[C:12]([NH:14]C(=O)OC(C)(C)C)[CH2:13]1)=[O:6])[CH2:2][CH3:3].C(O)(C(F)(F)F)=O.